This data is from Peptide-MHC class II binding affinity with 134,281 pairs from IEDB. The task is: Regression. Given a peptide amino acid sequence and an MHC pseudo amino acid sequence, predict their binding affinity value. This is MHC class II binding data. (1) The peptide sequence is MPFVTTQPEALAAAA. The MHC is DRB1_1101 with pseudo-sequence DRB1_1101. The binding affinity (normalized) is 0.240. (2) The peptide sequence is QDPKNVYQRGTHPFS. The MHC is HLA-DQA10601-DQB10402 with pseudo-sequence HLA-DQA10601-DQB10402. The binding affinity (normalized) is 0.257. (3) The peptide sequence is NKEVDRLMSMKSIQK. The MHC is DRB1_1101 with pseudo-sequence DRB1_1101. The binding affinity (normalized) is 0.735.